From a dataset of Full USPTO retrosynthesis dataset with 1.9M reactions from patents (1976-2016). Predict the reactants needed to synthesize the given product. (1) Given the product [F:57][C:42]([F:41])([F:56])[CH2:43][NH:44][C:45]([C@@H:47]1[C:51]([CH3:53])([CH3:52])[C:50]([F:55])([F:54])[CH2:49][N:48]1[C:12](=[O:13])[C@@H:11]([OH:10])[C@@H:15]([NH:23][C:24](=[O:36])[C:25]1[CH:30]=[CH:29][CH:28]=[C:27]([OH:31])[C:26]=1[CH3:35])[CH2:16][C:17]1[CH:18]=[CH:19][CH:20]=[CH:21][CH:22]=1)=[O:46], predict the reactants needed to synthesize it. The reactants are: N1C=CC=CC=1.C([O:10][C@@H:11]([C@@H:15]([NH:23][C:24](=[O:36])[C:25]1[CH:30]=[CH:29][CH:28]=[C:27]([O:31]C(=O)C)[C:26]=1[CH3:35])[CH2:16][C:17]1[CH:22]=[CH:21][CH:20]=[CH:19][CH:18]=1)[C:12](O)=[O:13])(=O)C.O=S(Cl)Cl.[F:41][C:42]([F:57])([F:56])[CH2:43][NH:44][C:45]([C@@H:47]1[C:51]([CH3:53])([CH3:52])[C:50]([F:55])([F:54])[CH2:49][NH:48]1)=[O:46].Cl.[OH-].[K+].C([O-])([O-])=O.[K+].[K+]. (2) Given the product [Br:1][C:2]1[C:11]2[C:6](=[CH:7][CH:8]=[CH:9][CH:10]=2)[CH:5]=[CH:4][C:3]=1[CH2:22][O:23][CH2:24][O:25][CH3:26], predict the reactants needed to synthesize it. The reactants are: [Br:1][C:2]1(C=O)[C:11]2[C:6](=[CH:7][CH:8]=[CH:9][CH:10]=2)[CH:5]=[CH:4][CH2:3]1.BrC1C=CC(F)=CC=1[CH2:22][O:23][CH2:24][O:25][CH3:26].